This data is from NCI-60 drug combinations with 297,098 pairs across 59 cell lines. The task is: Regression. Given two drug SMILES strings and cell line genomic features, predict the synergy score measuring deviation from expected non-interaction effect. (1) Drug 1: CN(C)C1=NC(=NC(=N1)N(C)C)N(C)C. Drug 2: CCC1(C2=C(COC1=O)C(=O)N3CC4=CC5=C(C=CC(=C5CN(C)C)O)N=C4C3=C2)O.Cl. Cell line: HCC-2998. Synergy scores: CSS=13.4, Synergy_ZIP=-3.29, Synergy_Bliss=-0.151, Synergy_Loewe=-25.6, Synergy_HSA=-4.36. (2) Drug 1: CC1C(C(CC(O1)OC2CC(CC3=C2C(=C4C(=C3O)C(=O)C5=C(C4=O)C(=CC=C5)OC)O)(C(=O)C)O)N)O.Cl. Drug 2: CCCCC(=O)OCC(=O)C1(CC(C2=C(C1)C(=C3C(=C2O)C(=O)C4=C(C3=O)C=CC=C4OC)O)OC5CC(C(C(O5)C)O)NC(=O)C(F)(F)F)O. Cell line: A549. Synergy scores: CSS=4.43, Synergy_ZIP=-3.58, Synergy_Bliss=-3.48, Synergy_Loewe=-3.80, Synergy_HSA=-3.91. (3) Drug 1: CN(C)C1=NC(=NC(=N1)N(C)C)N(C)C. Drug 2: C1=CC(=CC=C1CC(C(=O)O)N)N(CCCl)CCCl.Cl. Cell line: SNB-75. Synergy scores: CSS=6.72, Synergy_ZIP=1.42, Synergy_Bliss=8.83, Synergy_Loewe=2.69, Synergy_HSA=5.38. (4) Drug 1: CCN(CC)CCNC(=O)C1=C(NC(=C1C)C=C2C3=C(C=CC(=C3)F)NC2=O)C. Drug 2: C(=O)(N)NO. Cell line: KM12. Synergy scores: CSS=38.2, Synergy_ZIP=1.03, Synergy_Bliss=0.921, Synergy_Loewe=-28.8, Synergy_HSA=-1.50. (5) Drug 1: C1=NC2=C(N1)C(=S)N=C(N2)N. Drug 2: CN(CC1=CN=C2C(=N1)C(=NC(=N2)N)N)C3=CC=C(C=C3)C(=O)NC(CCC(=O)O)C(=O)O. Cell line: UACC62. Synergy scores: CSS=29.2, Synergy_ZIP=-9.16, Synergy_Bliss=-8.75, Synergy_Loewe=-3.90, Synergy_HSA=-3.16. (6) Drug 1: C1=NC2=C(N1)C(=S)N=C(N2)N. Drug 2: COC1=C2C(=CC3=C1OC=C3)C=CC(=O)O2. Cell line: HCT-15. Synergy scores: CSS=35.9, Synergy_ZIP=2.11, Synergy_Bliss=2.26, Synergy_Loewe=-20.4, Synergy_HSA=0.657.